This data is from Forward reaction prediction with 1.9M reactions from USPTO patents (1976-2016). The task is: Predict the product of the given reaction. (1) Given the reactants C(OC([N:8]1[CH2:12][CH2:11][CH2:10][C@@H:9]1[CH2:13][O:14][C:15]1[CH:20]=[CH:19][C:18]([O:21][C:22]2[CH:27]=[CH:26][C:25]([F:28])=[CH:24][CH:23]=2)=[CH:17][CH:16]=1)=O)(C)(C)C.Cl, predict the reaction product. The product is: [F:28][C:25]1[CH:26]=[CH:27][C:22]([O:21][C:18]2[CH:19]=[CH:20][C:15]([O:14][CH2:13][C@H:9]3[CH2:10][CH2:11][CH2:12][NH:8]3)=[CH:16][CH:17]=2)=[CH:23][CH:24]=1. (2) Given the reactants [CH3:1][O:2][C:3]([C:5]1[C:6](=[O:17])[S:7][C:8]2[C:13]([C:14]=1[OH:15])=[CH:12][CH:11]=[C:10](Br)[CH:9]=2)=[O:4].[F:18][C:19]1[CH:20]=[C:21](B(O)O)[CH:22]=[CH:23][CH:24]=1, predict the reaction product. The product is: [CH3:1][O:2][C:3]([C:5]1[C:6](=[O:17])[S:7][C:8]2[C:13]([C:14]=1[OH:15])=[CH:12][CH:11]=[C:10]([C:23]1[CH:22]=[CH:21][CH:20]=[C:19]([F:18])[CH:24]=1)[CH:9]=2)=[O:4].